This data is from Forward reaction prediction with 1.9M reactions from USPTO patents (1976-2016). The task is: Predict the product of the given reaction. (1) Given the reactants [OH:1][C:2]1[CH:10]=[CH:9][C:5]([C:6]([OH:8])=[O:7])=[CH:4][CH:3]=1.OC1C=CC(C(O)=O)=CC=1.[CH3:21][NH:22][C@H:23]([CH2:25]/[CH:26]=[CH:27]/[C:28]1[CH:29]=[N:30][CH:31]=[C:32]([O:34][CH:35]([CH3:37])[CH3:36])[CH:33]=1)[CH3:24].CN[C@H](C/C=C/C1C=NC=C(OC(C)C)C=1)C.OC1C=CC(C(O)=O)=CC=1.C(O)(C)C, predict the reaction product. The product is: [OH:1][C:2]1[CH:10]=[CH:9][C:5]([C:6]([OH:8])=[O:7])=[CH:4][CH:3]=1.[CH3:21][NH:22][C@H:23]([CH2:25]/[CH:26]=[CH:27]/[C:28]1[CH:29]=[N:30][CH:31]=[C:32]([O:34][CH:35]([CH3:37])[CH3:36])[CH:33]=1)[CH3:24]. (2) Given the reactants [Si:1]([O:18][CH2:19][C:20]1[C:25]([N:26]2[CH2:31][C@@H:30]([CH3:32])[O:29][C@H:28]([CH3:33])[CH2:27]2)=[C:24]([F:34])[C:23]([F:35])=[CH:22][CH:21]=1)([C:14]([CH3:17])([CH3:16])[CH3:15])([C:8]1[CH:13]=[CH:12][CH:11]=[CH:10][CH:9]=1)[C:2]1[CH:7]=[CH:6][CH:5]=[CH:4][CH:3]=1.[C:36](OCC)(=[O:42])[C:37]([O:39][CH2:40][CH3:41])=[O:38], predict the reaction product. The product is: [Si:1]([O:18][CH2:19][C:20]1[C:25]([N:26]2[CH2:31][C@@H:30]([CH3:32])[O:29][C@H:28]([CH3:33])[CH2:27]2)=[C:24]([F:34])[C:23]([F:35])=[C:22]([C:36](=[O:42])[C:37]([O:39][CH2:40][CH3:41])=[O:38])[CH:21]=1)([C:14]([CH3:16])([CH3:17])[CH3:15])([C:2]1[CH:7]=[CH:6][CH:5]=[CH:4][CH:3]=1)[C:8]1[CH:13]=[CH:12][CH:11]=[CH:10][CH:9]=1. (3) The product is: [CH3:25][N:21]1[CH2:22][CH2:23][CH2:24][C@H:20]1[C:17]1[CH:18]=[CH:19][C:14]([CH2:13][CH2:12][CH2:11][C@H:8]2[CH2:7][CH2:6][C@H:5]([C:3]([OH:4])=[O:2])[CH2:10][CH2:9]2)=[N:15][CH:16]=1. Given the reactants C[O:2][C:3]([C@H:5]1[CH2:10][CH2:9][C@H:8]([CH2:11][CH2:12][CH2:13][C:14]2[CH:19]=[CH:18][C:17]([C@@H:20]3[CH2:24][CH2:23][CH2:22][N:21]3[CH3:25])=[CH:16][N:15]=2)[CH2:7][CH2:6]1)=[O:4].[OH-].[K+].CC(O)=O, predict the reaction product. (4) The product is: [C:1]1([C:19]2[CH:20]=[CH:21][CH:22]=[CH:23][CH:24]=2)[CH:6]=[CH:5][CH:4]=[C:3]([C:7]2[N:8]=[C:9]3[C:14]([NH2:15])=[CH:13][CH:12]=[CH:11][N:10]3[CH:18]=2)[CH:2]=1. Given the reactants [C:1]1([C:19]2[CH:24]=[CH:23][CH:22]=[CH:21][CH:20]=2)[CH:6]=[CH:5][CH:4]=[C:3]([C:7]2[N:8]=[C:9]3[C:14]([N+:15]([O-])=O)=[CH:13][CH:12]=[CH:11][N:10]3[CH:18]=2)[CH:2]=1.[H][H], predict the reaction product. (5) Given the reactants O=[CH:2][C@@H:3]([C@H:5]([C@@H:7]([C@@H:9]([CH2:11][OH:12])O)[OH:8])[OH:6])[OH:4].[C:13]([O-])(=O)[C:14]([CH3:16])=O.CC1(C)S[C@@H]2[C@H](N[C:29]([CH2:31][C:32]3[CH:33]=[CH:34][CH:35]=[CH:36][CH:37]=3)=[O:30])C(=O)N2[C@H]1C([O-])=O.[K+].C[C@@H]1O[C@@H:47]([O:49][C@H:50]2[C@H:55](O)[C@@H:54](O)[C@H:53](NC(N)=N)[C@@H:52](O)[C@@H:51]2NC(N)=N)[C@H:46]([O:67][C@@H:68]2[O:73][C@@H](CO)[C@H](O)[C@@H](O)[C@@H]2NC)[C@@:45]1([OH:82])C=O.C[C@H](N)[C:85]([NH:87][C@H](C(O)=O)CCC(N)=O)=O.[C:98](=O)=O.CC[C:103]([O:105][C:106]1([C:113]2[CH:118]=[CH:117][CH:116]=CC=2)CCN(C)CC1)=[O:104], predict the reaction product. The product is: [CH3:13][C:14]1[C:37]2=[CH:36][CH:35]=[CH:34][C:33]([C:103]([O:105][C@H:106]3[C@H:51]([O:12][C@H:11]4[O:4][C@H:3]([CH3:2])[C@H:5]([OH:6])[C@H:7]([OH:8])[C@H:9]4[NH:87][CH3:85])[C:52]4=[CH:53][C:54]#[C:55][C@H:50]5[O:49][C@@:47]5([C@@H:46]5[O:67][C:68](=[O:73])[O:82][CH2:45]5)[C:116]#[C:117][C:118]4=[CH:113]3)=[O:104])=[C:32]2[CH:31]=[C:29]([O:30][CH3:98])[CH:16]=1. (6) Given the reactants [F:1][C:2]1[CH:3]=[C:4]2[C:9](=[CH:10][CH:11]=1)[N:8]=[C:7]([N:12]1[CH2:19][CH:18]3[CH:14]([CH2:15][NH:16][CH2:17]3)[CH2:13]1)[N:6]=[CH:5]2.[Br:20][C:21]1[C:29]([F:30])=[CH:28][CH:27]=[CH:26][C:22]=1[C:23](O)=[O:24], predict the reaction product. The product is: [Br:20][C:21]1[C:29]([F:30])=[CH:28][CH:27]=[CH:26][C:22]=1[C:23]([N:16]1[CH2:17][CH:18]2[CH:14]([CH2:13][N:12]([C:7]3[N:6]=[CH:5][C:4]4[C:9](=[CH:10][CH:11]=[C:2]([F:1])[CH:3]=4)[N:8]=3)[CH2:19]2)[CH2:15]1)=[O:24].